Dataset: Peptide-MHC class II binding affinity with 134,281 pairs from IEDB. Task: Regression. Given a peptide amino acid sequence and an MHC pseudo amino acid sequence, predict their binding affinity value. This is MHC class II binding data. (1) The peptide sequence is KPLLIAEDVEGEY. The MHC is DRB1_0401 with pseudo-sequence DRB1_0401. The binding affinity (normalized) is 0.299. (2) The peptide sequence is YDAFLANVSTVLTGK. The MHC is DRB1_0401 with pseudo-sequence DRB1_0401. The binding affinity (normalized) is 0.637.